Dataset: Full USPTO retrosynthesis dataset with 1.9M reactions from patents (1976-2016). Task: Predict the reactants needed to synthesize the given product. (1) Given the product [Cl:25][C:19]1[C:18]([F:26])=[C:17]([N:15]2[CH:16]=[N:11][CH2:12][N:13]([C:28](=[O:37])[C:29]3[C:34]([F:35])=[CH:33][CH:32]=[CH:31][C:30]=3[F:36])[C:14]2=[O:27])[CH:22]=[C:21]([Cl:23])[C:20]=1[F:24], predict the reactants needed to synthesize it. The reactants are: C(OC([N:11]1[CH2:16][N:15]([C:17]2[CH:22]=[C:21]([Cl:23])[C:20]([F:24])=[C:19]([Cl:25])[C:18]=2[F:26])[C:14](=[O:27])[N:13]([C:28](=[O:37])[C:29]2[C:34]([F:35])=[CH:33][CH:32]=[CH:31][C:30]=2[F:36])[CH2:12]1)=O)C1C=CC=CC=1.C(O)C.ClOC(C)(C)C.C(N(CC)CC)C. (2) Given the product [CH3:1][O:2][C:3](=[O:52])[C:4]1[CH:9]=[CH:8][C:7]([NH:10][C:11]([C@H:13]2[C@H:17]([C:18]3[CH:23]=[CH:22][CH:21]=[C:20]([Cl:24])[C:19]=3[F:25])[C@:16]([C:28]3[CH:33]=[CH:32][C:31]([Cl:34])=[CH:30][C:29]=3[F:35])([C:26]#[N:27])[C@H:15]([CH2:36][C:37]([CH3:40])([CH3:39])[CH3:38])[N:14]2[CH2:41][C@H:42]2[CH2:44][C@@H:43]2[C:45]([O:47][CH3:48])=[O:46])=[O:12])=[C:6]([O:50][CH3:51])[CH:5]=1, predict the reactants needed to synthesize it. The reactants are: [CH3:1][O:2][C:3](=[O:52])[C:4]1[CH:9]=[CH:8][C:7]([NH:10][C:11]([C@H:13]2[C@H:17]([C:18]3[CH:23]=[CH:22][CH:21]=[C:20]([Cl:24])[C:19]=3[F:25])[C@:16]([C:28]3[CH:33]=[CH:32][C:31]([Cl:34])=[CH:30][C:29]=3[F:35])([C:26]#[N:27])[C@H:15]([CH2:36][C:37]([CH3:40])([CH3:39])[CH3:38])[N:14]2[CH2:41][CH:42]2[CH2:44][CH:43]2[C:45]([O:47][CH2:48]C)=[O:46])=[O:12])=[C:6]([O:50][CH3:51])[CH:5]=1.[Li+].[OH-]. (3) Given the product [Br:30][CH2:8][C:6]1[O:5][N:4]=[C:3]([O:2][CH3:1])[CH:7]=1, predict the reactants needed to synthesize it. The reactants are: [CH3:1][O:2][C:3]1[CH:7]=[C:6]([CH2:8]O)[O:5][N:4]=1.C1(P(C2C=CC=CC=2)C2C=CC=CC=2)C=CC=CC=1.C(Br)(Br)(Br)[Br:30]. (4) Given the product [CH2:32]([O:34][C:35](=[O:69])[C@@H:36]([NH:51][C:52]1[CH:57]=[CH:56][C:55]([C:58]([NH2:68])=[N:59][C:60]([O:62][CH2:63][C:64]([Cl:66])([Cl:67])[Cl:65])=[O:61])=[CH:54][CH:53]=1)[C:37]1[CH:42]=[C:41]([O:43][CH2:44][CH3:45])[C:40]([O:46][CH2:47][CH2:48][OH:49])=[CH:39][C:38]=1[F:50])[CH3:33].[CH2:32]([O:34][C:35](=[O:69])[C@H:36]([NH:51][C:52]1[CH:57]=[CH:56][C:55]([C:58]([NH2:68])=[N:59][C:60]([O:62][CH2:63][C:64]([Cl:66])([Cl:67])[Cl:65])=[O:61])=[CH:54][CH:53]=1)[C:37]1[CH:42]=[C:41]([O:43][CH2:44][CH3:45])[C:40]([O:46][CH2:47][CH2:48][OH:49])=[CH:39][C:38]=1[F:50])[CH3:33], predict the reactants needed to synthesize it. The reactants are: Cl.C(OC(=O)C(NC1C=CC(C(=N)N)=CC=1)C1C=C(OCC)C(OCCO)=CC=1F)C.[CH2:32]([O:34][C:35](=[O:69])[CH:36]([NH:51][C:52]1[CH:57]=[CH:56][C:55]([C:58]([NH2:68])=[N:59][C:60]([O:62][CH2:63][C:64]([Cl:67])([Cl:66])[Cl:65])=[O:61])=[CH:54][CH:53]=1)[C:37]1[CH:42]=[C:41]([O:43][CH2:44][CH3:45])[C:40]([O:46][CH2:47][CH2:48][OH:49])=[CH:39][C:38]=1[F:50])[CH3:33].ClC(OCC(Cl)(Cl)Cl)=O. (5) Given the product [Br:1][C:2]1[N:7]=[CH:6][C:5]2[N:8]=[C:9]([CH2:10][O:11][CH3:12])[N:14]([CH:15]([CH3:17])[CH3:16])[C:4]=2[CH:3]=1, predict the reactants needed to synthesize it. The reactants are: [Br:1][C:2]1[N:7]=[CH:6][C:5]([NH:8][C:9](=O)[CH2:10][O:11][CH3:12])=[C:4]([NH:14][CH:15]([CH3:17])[CH3:16])[CH:3]=1.C(=O)([O-])[O-].[K+].[K+]. (6) Given the product [N:36]1[N:37]([CH:11]2[CH2:16][CH2:15][N:14]([C:17]3[CH:22]=[CH:21][C:20]([N:23]4[CH2:27][C@H:26]([CH2:28][NH:29][C:30](=[O:32])[CH3:31])[O:25][C:24]4=[O:33])=[CH:19][C:18]=3[F:34])[CH2:13][CH2:12]2)[N:38]=[N:39][CH:40]=1, predict the reactants needed to synthesize it. The reactants are: C1(C)C=CC(S(O[CH:11]2[CH2:16][CH2:15][N:14]([C:17]3[CH:22]=[CH:21][C:20]([N:23]4[CH2:27][C@H:26]([CH2:28][NH:29][C:30](=[O:32])[CH3:31])[O:25][C:24]4=[O:33])=[CH:19][C:18]=3[F:34])[CH2:13][CH2:12]2)(=O)=O)=CC=1.[NH:36]1[CH:40]=[N:39][N:38]=[N:37]1.C([O-])([O-])=O.[K+].[K+].O. (7) Given the product [F:12][C:13]1[CH:14]=[CH:15][C:16]([N:19]2[C:27]3[C:22](=[CH:23][C:24]([O:4][C@H:3]([C:5]4[CH:10]=[CH:9][CH:8]=[CH:7][CH:6]=4)[C@@H:2]([NH2:1])[CH3:11])=[C:25]([CH3:28])[CH:26]=3)[CH:21]=[N:20]2)=[CH:17][CH:18]=1, predict the reactants needed to synthesize it. The reactants are: [NH2:1][C@@H:2]([CH3:11])[C@@H:3]([C:5]1[CH:10]=[CH:9][CH:8]=[CH:7][CH:6]=1)[OH:4].[F:12][C:13]1[CH:18]=[CH:17][C:16]([N:19]2[C:27]3[C:22](=[CH:23][C:24](I)=[C:25]([CH3:28])[CH:26]=3)[CH:21]=[N:20]2)=[CH:15][CH:14]=1.